Regression. Given two drug SMILES strings and cell line genomic features, predict the synergy score measuring deviation from expected non-interaction effect. From a dataset of NCI-60 drug combinations with 297,098 pairs across 59 cell lines. (1) Drug 1: C1=NC2=C(N=C(N=C2N1C3C(C(C(O3)CO)O)O)F)N. Drug 2: C1CCC(C(C1)N)N.C(=O)(C(=O)[O-])[O-].[Pt+4]. Cell line: A549. Synergy scores: CSS=21.9, Synergy_ZIP=2.86, Synergy_Bliss=3.23, Synergy_Loewe=-19.5, Synergy_HSA=5.02. (2) Drug 1: CC1CCC2CC(C(=CC=CC=CC(CC(C(=O)C(C(C(=CC(C(=O)CC(OC(=O)C3CCCCN3C(=O)C(=O)C1(O2)O)C(C)CC4CCC(C(C4)OC)OCCO)C)C)O)OC)C)C)C)OC. Drug 2: CN(C(=O)NC(C=O)C(C(C(CO)O)O)O)N=O. Cell line: HCC-2998. Synergy scores: CSS=-0.153, Synergy_ZIP=-4.62, Synergy_Bliss=-7.17, Synergy_Loewe=-26.0, Synergy_HSA=-9.94. (3) Drug 1: CC(CN1CC(=O)NC(=O)C1)N2CC(=O)NC(=O)C2. Drug 2: C1CC(C1)(C(=O)O)C(=O)O.[NH2-].[NH2-].[Pt+2]. Cell line: SK-MEL-2. Synergy scores: CSS=38.7, Synergy_ZIP=-0.693, Synergy_Bliss=2.60, Synergy_Loewe=4.02, Synergy_HSA=5.86. (4) Drug 1: C1CCC(CC1)NC(=O)N(CCCl)N=O. Drug 2: CC(C)CN1C=NC2=C1C3=CC=CC=C3N=C2N. Cell line: NCI-H460. Synergy scores: CSS=6.39, Synergy_ZIP=-4.70, Synergy_Bliss=-1.45, Synergy_Loewe=-3.69, Synergy_HSA=-2.28. (5) Drug 1: CCC1=CC2CC(C3=C(CN(C2)C1)C4=CC=CC=C4N3)(C5=C(C=C6C(=C5)C78CCN9C7C(C=CC9)(C(C(C8N6C)(C(=O)OC)O)OC(=O)C)CC)OC)C(=O)OC.C(C(C(=O)O)O)(C(=O)O)O. Drug 2: C1=NC(=NC(=O)N1C2C(C(C(O2)CO)O)O)N. Cell line: M14. Synergy scores: CSS=21.0, Synergy_ZIP=2.24, Synergy_Bliss=5.40, Synergy_Loewe=-15.3, Synergy_HSA=5.84.